Regression. Given a peptide amino acid sequence and an MHC pseudo amino acid sequence, predict their binding affinity value. This is MHC class II binding data. From a dataset of Peptide-MHC class II binding affinity with 134,281 pairs from IEDB. (1) The peptide sequence is SQDLELSWNLNALQAY. The MHC is DRB1_0401 with pseudo-sequence DRB1_0401. The binding affinity (normalized) is 0.410. (2) The peptide sequence is SFPVGMRGARIAVRR. The MHC is H-2-IAd with pseudo-sequence H-2-IAd. The binding affinity (normalized) is 0.579. (3) The peptide sequence is YDKFLAHVSTVLTGK. The MHC is DRB1_0404 with pseudo-sequence DRB1_0404. The binding affinity (normalized) is 0.372. (4) The peptide sequence is KPTGAGPKDNGGACG. The MHC is DRB3_0101 with pseudo-sequence DRB3_0101. The binding affinity (normalized) is 0. (5) The binding affinity (normalized) is 0.228. The peptide sequence is VMDIISRKDQRGSGQVG. The MHC is DRB3_0101 with pseudo-sequence DRB3_0101. (6) The peptide sequence is SKISGEWYSIFLASD. The MHC is HLA-DQA10401-DQB10402 with pseudo-sequence HLA-DQA10401-DQB10402. The binding affinity (normalized) is 0.409. (7) The peptide sequence is FDREFTFGWDELLSK. The MHC is DRB1_1501 with pseudo-sequence DRB1_1501. The binding affinity (normalized) is 0.300. (8) The peptide sequence is TPEKEEPTAAPAEPE. The MHC is DRB3_0202 with pseudo-sequence DRB3_0202. The binding affinity (normalized) is 0.112.